This data is from Catalyst prediction with 721,799 reactions and 888 catalyst types from USPTO. The task is: Predict which catalyst facilitates the given reaction. (1) Reactant: [Al+3].[Cl-].[Cl-].[Cl-].C(NB)(C)(C)C.[CH2:11]([N:18]1[CH2:26][CH2:25][CH:24]2[CH:20]([C:21](=O)[C:22]3[S:29][CH:28]=[CH:27][C:23]=32)[CH2:19]1)[C:12]1[CH:17]=[CH:16][CH:15]=[CH:14][CH:13]=1.[Al+3].[Cl-].[Cl-].[Cl-].B.Cl.[OH-].[Na+]. Product: [CH2:11]([N:18]1[CH2:26][CH2:25][CH:24]2[CH:20]([CH2:21][C:22]3[S:29][CH:28]=[CH:27][C:23]=32)[CH2:19]1)[C:12]1[CH:13]=[CH:14][CH:15]=[CH:16][CH:17]=1. The catalyst class is: 2. (2) Reactant: [F:1][C:2]1[CH:3]=[CH:4][C:5]2[NH:11][C:10]3[CH:12]=[CH:13][C:14]([CH3:16])=[CH:15][C:9]=3[C:8]([N:17]3[CH2:22][CH2:21][NH:20][C@@H:19]([CH2:23][CH2:24][C:25]4[CH:30]=[CH:29][C:28]([F:31])=[CH:27][CH:26]=4)[CH2:18]3)=[N:7][C:6]=2[CH:32]=1.[C:33]([O:36][BH-]([O:36][C:33](=[O:35])[CH3:34])[O:36][C:33](=[O:35])[CH3:34])(=[O:35])[CH3:34].[Na+].[CH2:47]=[O:48].[Cl-].[Na+].[OH2:51]. Product: [C:33]([OH:36])(=[O:35])[CH2:34][CH2:2][C:47]([OH:51])=[O:48].[F:1][C:2]1[CH:3]=[CH:4][C:5]2[NH:11][C:10]3[CH:12]=[CH:13][C:14]([CH3:16])=[CH:15][C:9]=3[C:8]([N:17]3[CH2:22][CH2:21][N:20]([CH3:33])[C@@H:19]([CH2:23][CH2:24][C:25]4[CH:26]=[CH:27][C:28]([F:31])=[CH:29][CH:30]=4)[CH2:18]3)=[N:7][C:6]=2[CH:32]=1. The catalyst class is: 4. (3) Reactant: [C:1](Cl)(=[O:8])[C:2]1[CH:7]=[CH:6][CH:5]=[CH:4][CH:3]=1.[CH3:10][N+:11]#[C-:12].[N-:13]=[N+:14]=[N-:15].[Na+].CC1C=CC=C(C)N=1. Product: [CH3:12][N:11]1[C:10]([C:1](=[O:8])[C:2]2[CH:7]=[CH:6][CH:5]=[CH:4][CH:3]=2)=[N:15][N:14]=[N:13]1. The catalyst class is: 647. (4) Reactant: [NH:1]1[CH2:6][CH2:5][CH:4]([N:7]2[CH:11]=[C:10]([C:12]3[CH:35]=[CH:34][C:15]4[N:16]([C:19]5[CH:20]=[C:21]([NH:30][C:31](=[O:33])[CH3:32])[CH:22]=[C:23]([N:25]6[CH:29]=[CH:28][CH:27]=[N:26]6)[CH:24]=5)[CH:17]=[N:18][C:14]=4[CH:13]=3)[CH:9]=[N:8]2)[CH2:3][CH2:2]1.N1C=CC=CC=1.[CH3:42][S:43](Cl)(=[O:45])=[O:44]. Product: [CH3:42][S:43]([N:1]1[CH2:6][CH2:5][CH:4]([N:7]2[CH:11]=[C:10]([C:12]3[CH:35]=[CH:34][C:15]4[N:16]([C:19]5[CH:20]=[C:21]([NH:30][C:31](=[O:33])[CH3:32])[CH:22]=[C:23]([N:25]6[CH:29]=[CH:28][CH:27]=[N:26]6)[CH:24]=5)[CH:17]=[N:18][C:14]=4[CH:13]=3)[CH:9]=[N:8]2)[CH2:3][CH2:2]1)(=[O:45])=[O:44]. The catalyst class is: 2. (5) Reactant: Br[C:2]1[CH:7]=[CH:6][C:5]([CH:8]2[N:12]([C:13]3[CH:18]=[CH:17][CH:16]=[CH:15][C:14]=3[Cl:19])[N:11]=[C:10]([C:20]([F:26])([F:25])[C:21]([F:24])([F:23])[F:22])[CH2:9]2)=[CH:4][CH:3]=1.[CH3:27][S:28][C:29]1[CH:34]=[CH:33][C:32](B(O)O)=[CH:31][CH:30]=1.C(=O)([O-])[O-].[Na+].[Na+]. Product: [Cl:19][C:14]1[CH:15]=[CH:16][CH:17]=[CH:18][C:13]=1[N:12]1[CH:8]([C:5]2[CH:6]=[CH:7][C:2]([C:32]3[CH:33]=[CH:34][C:29]([S:28][CH3:27])=[CH:30][CH:31]=3)=[CH:3][CH:4]=2)[CH2:9][C:10]([C:20]([F:25])([F:26])[C:21]([F:22])([F:24])[F:23])=[N:11]1. The catalyst class is: 427. (6) Reactant: C([O:8][C:9]1[CH:10]=[C:11]([CH2:15][CH2:16][N:17]([CH2:32][C:33]2[CH:38]=[CH:37][C:36]([C:39]([CH3:42])([CH3:41])[CH3:40])=[CH:35][CH:34]=2)[C:18](=[O:31])[C:19]2[CH:24]=[C:23]([C:25]([F:28])([F:27])[F:26])[CH:22]=[C:21]([Cl:29])[C:20]=2[F:30])[CH:12]=[CH:13][CH:14]=1)C1C=CC=CC=1. Product: [C:39]([C:36]1[CH:35]=[CH:34][C:33]([CH2:32][N:17]([CH2:16][CH2:15][C:11]2[CH:12]=[CH:13][CH:14]=[C:9]([OH:8])[CH:10]=2)[C:18](=[O:31])[C:19]2[CH:24]=[C:23]([C:25]([F:28])([F:26])[F:27])[CH:22]=[C:21]([Cl:29])[C:20]=2[F:30])=[CH:38][CH:37]=1)([CH3:42])([CH3:40])[CH3:41]. The catalyst class is: 78. (7) Reactant: CC[N:3]([CH:7]([CH3:9])C)[CH:4](C)C.[CH3:10][C@H:11]([O:15][C:16]1[CH:17]=[C:18]([O:31][C:32]2[N:33]=[CH:34][C:35]([C:38](O)=[O:39])=[N:36][CH:37]=2)[CH:19]=[C:20]([C:22]([NH:24][C:25]2[CH:29]=[CH:28][N:27]([CH3:30])[N:26]=2)=[O:23])[CH:21]=1)[CH2:12][O:13][CH3:14].CN(C(ON1N=NC2C=CC=NC1=2)=[N+](C)C)C.F[P-](F)(F)(F)(F)F.Cl.N1CCC1. Product: [N:3]1([C:38]([C:35]2[N:36]=[CH:37][C:32]([O:31][C:18]3[CH:19]=[C:20]([CH:21]=[C:16]([O:15][C@@H:11]([CH3:10])[CH2:12][O:13][CH3:14])[CH:17]=3)[C:22]([NH:24][C:25]3[CH:29]=[CH:28][N:27]([CH3:30])[N:26]=3)=[O:23])=[N:33][CH:34]=2)=[O:39])[CH2:4][CH2:9][CH2:7]1. The catalyst class is: 39.